The task is: Predict which catalyst facilitates the given reaction.. This data is from Catalyst prediction with 721,799 reactions and 888 catalyst types from USPTO. (1) Reactant: [F:1][C:2]1[C:30]([N:31]2[CH2:36][CH2:35][NH:34][CH2:33][CH2:32]2)=[CH:29][C:5]2[N:6]([CH2:17][C:18]3[CH:23]=[CH:22][C:21]([O:24][C:25]([F:28])([F:27])[F:26])=[CH:20][CH:19]=3)[C:7]([CH2:9][O:10][C:11]3[CH:16]=[CH:15][CH:14]=[CH:13][CH:12]=3)=[N:8][C:4]=2[CH:3]=1.[C:37]1([CH2:43][C:44](Cl)=[O:45])[CH:42]=[CH:41][CH:40]=[CH:39][CH:38]=1. Product: [F:1][C:2]1[C:30]([N:31]2[CH2:36][CH2:35][N:34]([C:44](=[O:45])[CH2:43][C:37]3[CH:42]=[CH:41][CH:40]=[CH:39][CH:38]=3)[CH2:33][CH2:32]2)=[CH:29][C:5]2[N:6]([CH2:17][C:18]3[CH:19]=[CH:20][C:21]([O:24][C:25]([F:26])([F:27])[F:28])=[CH:22][CH:23]=3)[C:7]([CH2:9][O:10][C:11]3[CH:12]=[CH:13][CH:14]=[CH:15][CH:16]=3)=[N:8][C:4]=2[CH:3]=1. The catalyst class is: 4. (2) Reactant: [Cl:1][C:2]1[CH:7]=[CH:6][C:5]([C@@H:8]([C:15]([N:17]2[CH2:22][CH2:21][O:20][CH2:19][CH2:18]2)=[O:16])[C@H:9]([CH2:13][CH3:14])[C:10](O)=[O:11])=[CH:4][CH:3]=1.OP=O.[Si]([O:30][NH2:31])(C)(C)C. Product: [Cl:1][C:2]1[CH:7]=[CH:6][C:5]([C@@H:8]([C:15]([N:17]2[CH2:22][CH2:21][O:20][CH2:19][CH2:18]2)=[O:16])[C@H:9]([CH2:13][CH3:14])[C:10]([NH:31][OH:30])=[O:11])=[CH:4][CH:3]=1. The catalyst class is: 4.